From a dataset of Reaction yield outcomes from USPTO patents with 853,638 reactions. Predict the reaction yield, written as a fraction of the theoretical maximum amount of product (1.0 means a 100% yield; for example, 0.34 means a 34% yield). (1) The reactants are C[C:2]([CH3:15])([CH3:14])[CH2:3][C:4]1[CH:12]=[CH:11][CH:10]=[C:9]2[C:5]=1[CH2:6][CH2:7][C@@H:8]2[OH:13].[CH3:16][O:17][C:18](=[O:30])[CH2:19][C@H:20]1[C:24]2[CH:25]=[CH:26][C:27](O)=[CH:28][C:23]=2[O:22][CH2:21]1. No catalyst specified. The product is [CH3:16][O:17][C:18](=[O:30])[CH2:19][C@H:20]1[C:24]2[CH:25]=[CH:26][C:27]([O:13][C@H:8]3[C:9]4[C:5](=[C:4]([C:3]5[C:2]([CH3:14])=[CH:15][CH:14]=[CH:2][C:3]=5[CH3:4])[CH:12]=[CH:11][CH:10]=4)[CH2:6][CH2:7]3)=[CH:28][C:23]=2[O:22][CH2:21]1. The yield is 0.320. (2) The reactants are Cl[S:2]([CH2:5][C@H:6]([CH3:17])[C:7]([O:9][CH2:10][C:11]1[CH:16]=[CH:15][CH:14]=[CH:13][CH:12]=1)=[O:8])(=[O:4])=[O:3].[C:18]([N:25]1[CH2:30][CH2:29][NH:28][CH2:27][CH2:26]1)([O:20][C:21]([CH3:24])([CH3:23])[CH3:22])=[O:19].CCN(CC)CC. The product is [C:21]([O:20][C:18]([N:25]1[CH2:30][CH2:29][N:28]([S:2]([CH2:5][C@H:6]([CH3:17])[C:7]([O:9][CH2:10][C:11]2[CH:16]=[CH:15][CH:14]=[CH:13][CH:12]=2)=[O:8])(=[O:4])=[O:3])[CH2:27][CH2:26]1)=[O:19])([CH3:24])([CH3:22])[CH3:23]. The yield is 0.900. The catalyst is C(Cl)Cl. (3) The reactants are [CH3:1][O:2][C:3]1[CH:8]=[CH:7][C:6]([N+:9]([O-:11])=[O:10])=[CH:5][C:4]=1[NH:12][C:13](=[O:16])[CH2:14][CH3:15].[H-].[Na+].I[CH3:20]. The catalyst is C1COCC1. The product is [CH3:1][O:2][C:3]1[CH:8]=[CH:7][C:6]([N+:9]([O-:11])=[O:10])=[CH:5][C:4]=1[N:12]([CH3:20])[C:13](=[O:16])[CH2:14][CH3:15]. The yield is 0.950. (4) The reactants are N(C(N1CCCCC1)=O)=NC(N1CCCCC1)=O.C(P(CCCC)CCCC)CCC.[CH2:32]([O:39][CH2:40][C@H:41]1[CH2:43][C@@H:42]1[C:44]1[CH:45]=[C:46]([OH:50])[CH:47]=[N:48][CH:49]=1)[C:33]1[CH:38]=[CH:37][CH:36]=[CH:35][CH:34]=1.[C:51]([O:55][C:56]([N:58]1[CH2:61][CH2:60][C@H:59]1[CH2:62]O)=[O:57])([CH3:54])([CH3:53])[CH3:52]. The catalyst is C1(C)C=CC=CC=1. The product is [C:51]([O:55][C:56]([N:58]1[CH2:61][CH2:60][C@H:59]1[CH2:62][O:50][C:46]1[CH:47]=[N:48][CH:49]=[C:44]([C@H:42]2[CH2:43][C@@H:41]2[CH2:40][O:39][CH2:32][C:33]2[CH:34]=[CH:35][CH:36]=[CH:37][CH:38]=2)[CH:45]=1)=[O:57])([CH3:54])([CH3:52])[CH3:53]. The yield is 0.790. (5) The reactants are [C:1]([O:4][C:5]1[CH:6]=[C:7]2[C:12](=[CH:13][CH:14]=1)[N:11]=[CH:10][N:9]=[C:8]2O)(=[O:3])[CH3:2].CN(C=O)C.S(Cl)([Cl:23])=O. No catalyst specified. The product is [C:1]([O:4][C:5]1[CH:6]=[C:7]2[C:12](=[CH:13][CH:14]=1)[N:11]=[CH:10][N:9]=[C:8]2[Cl:23])(=[O:3])[CH3:2]. The yield is 0.900. (6) The reactants are [C:1]([NH:4][CH:5]([CH2:9][S:10][C:11](=[O:19])[C:12]1[CH:17]=[CH:16][C:15]([CH3:18])=[CH:14][CH:13]=1)[C:6]([OH:8])=[O:7])(=[O:3])[CH3:2].[CH2:20](N(CC)CC)[CH3:21].ICC. The catalyst is O. The product is [C:1]([NH:4][C@@H:5]([CH2:9][S:10][C:11](=[O:19])[C:12]1[CH:17]=[CH:16][C:15]([CH3:18])=[CH:14][CH:13]=1)[C:6]([O:8][CH2:20][CH3:21])=[O:7])(=[O:3])[CH3:2]. The yield is 0.600.